Dataset: Full USPTO retrosynthesis dataset with 1.9M reactions from patents (1976-2016). Task: Predict the reactants needed to synthesize the given product. (1) Given the product [O:20]1[CH:26]2[CH:21]1[CH2:22][CH:23]([C:27]([O:19][CH2:1][CH2:2][CH2:3][CH2:4][CH2:5][CH2:6][CH2:7][CH2:8][CH2:9][CH2:10][CH2:11][CH2:12][CH2:13][CH2:14][CH2:15][CH2:16][CH2:17][CH3:18])=[O:28])[CH2:24][CH2:25]2, predict the reactants needed to synthesize it. The reactants are: [CH2:1]([OH:19])[CH2:2][CH2:3][CH2:4][CH2:5][CH2:6][CH2:7][CH2:8][CH2:9][CH2:10][CH2:11][CH2:12][CH2:13][CH2:14][CH2:15][CH2:16][CH2:17][CH3:18].[O:20]1[CH:26]2[CH:21]1[CH2:22][CH:23]([C:27](OC)=[O:28])[CH2:24][CH2:25]2.N12CCN(CC1)CC2.C1(C)C=CC=CC=1. (2) Given the product [CH2:1]([O:3][C:4]([C:6]1[C:7]([CH3:18])=[C:8]2[C:13]([NH:19][C:20]3[CH:21]=[CH:22][C:23]([CH:26]([C:27]#[N:28])[C:29]4[CH:34]=[CH:33][CH:32]=[CH:31][CH:30]=4)=[CH:24][CH:25]=3)=[C:12]([C:15]#[N:16])[CH:11]=[N:10][N:9]2[CH:17]=1)=[O:5])[CH3:2], predict the reactants needed to synthesize it. The reactants are: [CH2:1]([O:3][C:4]([C:6]1[C:7]([CH3:18])=[C:8]2[C:13](Cl)=[C:12]([C:15]#[N:16])[CH:11]=[N:10][N:9]2[CH:17]=1)=[O:5])[CH3:2].[NH2:19][C:20]1[CH:25]=[CH:24][C:23]([CH:26]([C:29]2[CH:34]=[CH:33][CH:32]=[CH:31][CH:30]=2)[C:27]#[N:28])=[CH:22][CH:21]=1. (3) Given the product [CH2:14]([C:10]1[C:11]([CH3:13])=[CH:12][C:7]([C:5]([NH2:18])=[O:4])=[N:8][CH:9]=1)[CH:15]([CH3:17])[CH3:16], predict the reactants needed to synthesize it. The reactants are: C([O:4][C:5]([C:7]1[CH:12]=[C:11]([CH3:13])[C:10]([CH2:14][CH:15]([CH3:17])[CH3:16])=[CH:9][N:8]=1)=O)(C)C.[NH3:18]. (4) Given the product [Cl:38][C:28]1[C:29]([O:36][CH3:37])=[CH:30][C:31]([O:34][CH3:35])=[C:32]([Cl:33])[C:27]=1[NH:26][C:24](=[O:25])[N:23]([C:19]1[N:20]=[CH:21][N:22]=[C:17]([NH:16][C:3]2[CH:4]=[CH:5][C:6]([N:8]3[CH2:9][CH2:10][N:11]([CH2:14][CH3:15])[CH2:12][CH2:13]3)=[CH:7][C:2]=2[NH:1][C:40](=[O:43])[CH:41]=[CH2:42])[CH:18]=1)[CH3:39], predict the reactants needed to synthesize it. The reactants are: [NH2:1][C:2]1[CH:7]=[C:6]([N:8]2[CH2:13][CH2:12][N:11]([CH2:14][CH3:15])[CH2:10][CH2:9]2)[CH:5]=[CH:4][C:3]=1[NH:16][C:17]1[N:22]=[CH:21][N:20]=[C:19]([N:23]([CH3:39])[C:24]([NH:26][C:27]2[C:32]([Cl:33])=[C:31]([O:34][CH3:35])[CH:30]=[C:29]([O:36][CH3:37])[C:28]=2[Cl:38])=[O:25])[CH:18]=1.[C:40](Cl)(=[O:43])[CH:41]=[CH2:42].C1COCC1. (5) The reactants are: [CH2:1]([O:8][C:9]1[CH:14]=[CH:13][C:12]([NH2:15])=[CH:11][CH:10]=1)[C:2]1[CH:7]=[CH:6][CH:5]=[CH:4][CH:3]=1.[CH2:16]([N:18]([CH2:21][CH3:22])[CH2:19]C)C.C[NH:24][C:25]1C(N)=C[CH:28]=[CH:29][CH:30]=1.CCN=C=NCCCN(C)C. Given the product [CH2:1]([O:8][C:9]1[CH:10]=[CH:11][C:12]([NH:15][C:19]2[N:18]([CH3:16])[C:21]3[CH:22]=[CH:28][CH:29]=[CH:30][C:25]=3[N:24]=2)=[CH:13][CH:14]=1)[C:2]1[CH:3]=[CH:4][CH:5]=[CH:6][CH:7]=1, predict the reactants needed to synthesize it.